This data is from Reaction yield outcomes from USPTO patents with 853,638 reactions. The task is: Predict the reaction yield, written as a fraction of the theoretical maximum amount of product (1.0 means a 100% yield; for example, 0.34 means a 34% yield). (1) The reactants are [F:1][C:2]1[N:10]=[C:9]([F:11])[CH:8]=[CH:7][C:3]=1[C:4](O)=[O:5].O=S(Cl)Cl.[NH3:16]. The catalyst is ClCCCl.CN(C=O)C. The product is [F:1][C:2]1[N:10]=[C:9]([F:11])[CH:8]=[CH:7][C:3]=1[C:4]([NH2:16])=[O:5]. The yield is 0.760. (2) The reactants are [F:8][C:7]([F:10])([F:9])[C:6](O[C:6](=[O:11])[C:7]([F:10])([F:9])[F:8])=[O:11].[N:14]1[N:18]2[CH:19]=[CH:20][C:21]([NH2:23])=[CH:22][C:17]2=[CH:16][CH:15]=1.CCN(CC)CC. The catalyst is C(Cl)Cl. The product is [F:10][C:7]([F:8])([F:9])[C:6]([NH:23][C:21]1[CH:20]=[CH:19][N:18]2[N:14]=[CH:15][CH:16]=[C:17]2[CH:22]=1)=[O:11]. The yield is 0.520. (3) The reactants are Br[C:2]1[CH:3]=[C:4]2[C:13](=[CH:14][C:15]=1[C:16]([F:19])([F:18])[F:17])[O:12][CH2:11][C:10]1[N:5]2[CH:6]([CH3:29])[C:7](=[O:28])[N:8]([CH2:20][O:21][CH2:22][CH2:23][Si:24]([CH3:27])([CH3:26])[CH3:25])[N:9]=1.C[C:31]1([NH2:42])[CH2:34][N:33]([C:35]([O:37][C:38]([CH3:41])([CH3:40])[CH3:39])=[O:36])[CH2:32]1.C([O-])([O-])=O.[Cs+].[Cs+].C1C=CC(P(C2C(C3C(P(C4C=CC=CC=4)C4C=CC=CC=4)=CC=C4C=3C=CC=C4)=C3C(C=CC=C3)=CC=2)C2C=CC=CC=2)=CC=1. The catalyst is C1(C)C=CC=CC=1.C(O[Pd]OC(=O)C)(=O)C. The product is [C:38]([O:37][C:35]([N:33]1[CH2:34][CH:31]([NH:42][C:2]2[CH:3]=[C:4]3[C:13](=[CH:14][C:15]=2[C:16]([F:19])([F:18])[F:17])[O:12][CH2:11][C:10]2[N:5]3[CH:6]([CH3:29])[C:7](=[O:28])[N:8]([CH2:20][O:21][CH2:22][CH2:23][Si:24]([CH3:27])([CH3:26])[CH3:25])[N:9]=2)[CH2:32]1)=[O:36])([CH3:41])([CH3:39])[CH3:40]. The yield is 0.890. (4) The reactants are [C:1]([O:5][C:6](=[O:20])[N:7]([CH:9]([CH3:19])[CH2:10][C:11]1[CH:16]=[CH:15][C:14]([OH:17])=[C:13]([OH:18])[CH:12]=1)[CH3:8])([CH3:4])([CH3:3])[CH3:2].C([O-])([O-])=O.[K+].[K+].Br[CH:28](Br)[C:29]([O:31][CH2:32][CH3:33])=[O:30]. The catalyst is CN(C)C=O. The product is [CH2:32]([O:31][C:29]([CH:28]1[O:17][C:14]2[CH:15]=[CH:16][C:11]([CH2:10][CH:9]([N:7]([C:6]([O:5][C:1]([CH3:4])([CH3:2])[CH3:3])=[O:20])[CH3:8])[CH3:19])=[CH:12][C:13]=2[O:18]1)=[O:30])[CH3:33]. The yield is 0.340. (5) The reactants are [Cl:1][C:2]1[C:3]([C:8]2[CH:9]=[C:10]3[C:14](=[CH:15][CH:16]=2)[N:13]([CH2:17][O:18][CH2:19][CH2:20][Si:21]([CH3:24])([CH3:23])[CH3:22])[N:12]=[C:11]3[NH2:25])=[N:4][CH:5]=[CH:6][CH:7]=1.Cl[C:27]1[CH:32]=[N:31][CH:30]=[CH:29][N:28]=1.CC1(C)C2C=CC=C(P(C3C=CC=CC=3)C3C=CC=CC=3)C=2OC2C1=CC=CC=2P(C1C=CC=CC=1)C1C=CC=CC=1.C(=O)([O-])[O-].[Cs+].[Cs+].[Cl-].[NH4+]. The catalyst is O1CCOCC1.C1C=CC(/C=C/C(/C=C/C2C=CC=CC=2)=O)=CC=1.C1C=CC(/C=C/C(/C=C/C2C=CC=CC=2)=O)=CC=1.C1C=CC(/C=C/C(/C=C/C2C=CC=CC=2)=O)=CC=1.[Pd].[Pd]. The product is [Cl:1][C:2]1[C:3]([C:8]2[CH:9]=[C:10]3[C:14](=[CH:15][CH:16]=2)[N:13]([CH2:17][O:18][CH2:19][CH2:20][Si:21]([CH3:22])([CH3:24])[CH3:23])[N:12]=[C:11]3[NH:25][C:27]2[CH:32]=[N:31][CH:30]=[CH:29][N:28]=2)=[N:4][CH:5]=[CH:6][CH:7]=1. The yield is 0.480. (6) The reactants are [CH2:1]([O:8][C@@H:9]1[C@@H:15]([O:16][CH2:17][C:18]2[CH:23]=[CH:22][CH:21]=[CH:20][CH:19]=2)[C@:14]2([C:25]3[CH:30]=[CH:29][C:28]([Cl:31])=[C:27]([CH2:32][C:33]4[CH:38]=[CH:37][C:36]([O:39][CH2:40][CH3:41])=[CH:35][CH:34]=4)[CH:26]=3)[O:24][C@@:11]([CH2:42][OH:43])([CH2:12][O:13]2)[C@@H:10]1[OH:44])[C:2]1[CH:7]=[CH:6][CH:5]=[CH:4][CH:3]=1.C(=O)(O)[O-].[Na+].[Br-].[K+].Cl[O-].[Na+].[Cl-].[NH4+]. The catalyst is ClCCl. The product is [CH2:1]([O:8][C@@H:9]1[C@@H:15]([O:16][CH2:17][C:18]2[CH:19]=[CH:20][CH:21]=[CH:22][CH:23]=2)[C@:14]2([C:25]3[CH:30]=[CH:29][C:28]([Cl:31])=[C:27]([CH2:32][C:33]4[CH:34]=[CH:35][C:36]([O:39][CH2:40][CH3:41])=[CH:37][CH:38]=4)[CH:26]=3)[O:24][C@@:11]([CH:42]=[O:43])([CH2:12][O:13]2)[C@@H:10]1[OH:44])[C:2]1[CH:7]=[CH:6][CH:5]=[CH:4][CH:3]=1. The yield is 1.00. (7) The reactants are [CH3:1][O:2][C:3]1[N:8]=[C:7]([C:9]([NH2:11])=O)[CH:6]=[CH:5][CH:4]=1.C(N(CC)CC)C.C(OC(C(F)(F)F)=O)(C(F)(F)F)=O. The catalyst is C1COCC1. The product is [CH3:1][O:2][C:3]1[N:8]=[C:7]([C:9]#[N:11])[CH:6]=[CH:5][CH:4]=1. The yield is 0.950.